From a dataset of Reaction yield outcomes from USPTO patents with 853,638 reactions. Predict the reaction yield, written as a fraction of the theoretical maximum amount of product (1.0 means a 100% yield; for example, 0.34 means a 34% yield). The reactants are [CH3:1][N:2]1[C:10]2[C:5](=[CH:6][CH:7]=[CH:8][CH:9]=2)[CH2:4][CH2:3]1. The catalyst is C1(C)C=CC=CC=1.O=[Mn]=O. The product is [CH3:1][N:2]1[C:10]2[C:5](=[CH:6][CH:7]=[CH:8][CH:9]=2)[CH:4]=[CH:3]1. The yield is 0.570.